Regression. Given a peptide amino acid sequence and an MHC pseudo amino acid sequence, predict their binding affinity value. This is MHC class I binding data. From a dataset of Peptide-MHC class I binding affinity with 185,985 pairs from IEDB/IMGT. (1) The peptide sequence is SAHWGQRAL. The MHC is H-2-Db with pseudo-sequence H-2-Db. The binding affinity (normalized) is 0.154. (2) The peptide sequence is MQIRGFVYFV. The MHC is HLA-A02:06 with pseudo-sequence HLA-A02:06. The binding affinity (normalized) is 0.787. (3) The peptide sequence is NLVPMVATV. The MHC is HLA-B08:01 with pseudo-sequence HLA-B08:01. The binding affinity (normalized) is 0.207. (4) The peptide sequence is LFAGSIAAY. The MHC is HLA-B35:01 with pseudo-sequence HLA-B35:01. The binding affinity (normalized) is 0.633. (5) The peptide sequence is MEVVFPNEVGA. The MHC is HLA-B44:03 with pseudo-sequence HLA-B44:03. The binding affinity (normalized) is 0.142.